Dataset: Full USPTO retrosynthesis dataset with 1.9M reactions from patents (1976-2016). Task: Predict the reactants needed to synthesize the given product. (1) Given the product [F:25][C:26]1[CH:27]=[C:28]([CH:40]=[CH:41][CH:42]=1)[CH2:29][N:30]1[C:38]2[C:33](=[CH:34][C:35]([NH:39][C:22]3[C:23]4[N:15]([CH2:14][CH2:13][O:12][CH2:11][CH2:10][OH:9])[CH:16]=[CH:17][C:18]=4[N:19]=[CH:20][N:21]=3)=[CH:36][CH:37]=2)[CH:32]=[CH:31]1, predict the reactants needed to synthesize it. The reactants are: C([O:9][CH2:10][CH2:11][O:12][CH2:13][CH2:14][N:15]1[C:23]2[C:22](Cl)=[N:21][CH:20]=[N:19][C:18]=2[CH:17]=[CH:16]1)(=O)C1C=CC=CC=1.[F:25][C:26]1[CH:27]=[C:28]([CH:40]=[CH:41][CH:42]=1)[CH2:29][N:30]1[C:38]2[C:33](=[CH:34][C:35]([NH2:39])=[CH:36][CH:37]=2)[CH:32]=[CH:31]1.CN1CCCC1=O. (2) Given the product [Br:1][C:2]1[CH:3]=[C:4]([CH2:8][N:9]2[CH2:10][C@@:11]3([CH2:16][CH2:15][CH2:14][C@H:13]([CH2:17][N:18]4[C:22]5[CH:23]=[C:24]([C:27]#[N:28])[CH:25]=[CH:26][C:21]=5[N:20]=[CH:19]4)[CH2:12]3)[O:29][C:35]2=[O:36])[CH:5]=[CH:6][CH:7]=1, predict the reactants needed to synthesize it. The reactants are: [Br:1][C:2]1[CH:3]=[C:4]([CH2:8][NH:9][CH2:10][C@:11]2([OH:29])[CH2:16][CH2:15][CH2:14][C@H:13]([CH2:17][N:18]3[C:22]4[CH:23]=[C:24]([C:27]#[N:28])[CH:25]=[CH:26][C:21]=4[N:20]=[CH:19]3)[CH2:12]2)[CH:5]=[CH:6][CH:7]=1.C1N=CN([C:35](N2C=NC=C2)=[O:36])C=1. (3) Given the product [C:1]1([C:7]2([OH:17])[C@H:16]3[C@H:11]([CH2:12][CH2:13][CH2:14][CH2:15]3)[N:10]([C:19]3[CH:24]=[C:23]([C:25]([F:28])([F:27])[F:26])[CH:22]=[CH:21][N:20]=3)[CH2:9][CH2:8]2)[CH:2]=[CH:3][CH:4]=[CH:5][CH:6]=1, predict the reactants needed to synthesize it. The reactants are: [C:1]1([C:7]2([OH:17])[C@H:16]3[C@H:11]([CH2:12][CH2:13][CH2:14][CH2:15]3)[NH:10][CH2:9][CH2:8]2)[CH:6]=[CH:5][CH:4]=[CH:3][CH:2]=1.Cl[C:19]1[CH:24]=[C:23]([C:25]([F:28])([F:27])[F:26])[CH:22]=[CH:21][N:20]=1.CC(C)([O-])C.[K+].F[B-](F)(F)F.C(C1C=CC=C(CCC)C=1[N+]1CCN(C2C(CCC)=CC=CC=2CCC)C=1)CC. (4) Given the product [Cl:24][C:25]1[CH:30]=[CH:29][C:28]([S:31][CH2:2][C:3]([N:5]2[CH2:10][CH2:9][N:8]([CH2:11][C@:12]3([CH3:23])[O:16][C:15]4=[N:17][C:18]([N+:20]([O-:22])=[O:21])=[CH:19][N:14]4[CH2:13]3)[CH2:7][CH2:6]2)=[O:4])=[CH:27][CH:26]=1, predict the reactants needed to synthesize it. The reactants are: Cl[CH2:2][C:3]([N:5]1[CH2:10][CH2:9][N:8]([CH2:11][C@:12]2([CH3:23])[O:16][C:15]3=[N:17][C:18]([N+:20]([O-:22])=[O:21])=[CH:19][N:14]3[CH2:13]2)[CH2:7][CH2:6]1)=[O:4].[Cl:24][C:25]1[CH:30]=[CH:29][C:28]([SH:31])=[CH:27][CH:26]=1. (5) Given the product [F:27][C:28]1[CH:33]=[CH:32][C:31]([C:34]2[N:35]=[C:12]([CH:10]3[CH2:9][N:8]([C:1]([O:3][C:4]([CH3:5])([CH3:6])[CH3:7])=[O:2])[CH2:11]3)[O:14][N:36]=2)=[CH:30][C:29]=1[NH:38][C:39]([C:41]1[N:45]2[CH:46]=[CH:47][CH:48]=[CH:49][C:44]2=[N:43][CH:42]=1)=[O:40], predict the reactants needed to synthesize it. The reactants are: [C:1]([N:8]1[CH2:11][CH:10]([C:12]([OH:14])=O)[CH2:9]1)([O:3][C:4]([CH3:7])([CH3:6])[CH3:5])=[O:2].C1N=CN(C(N2C=NC=C2)=O)C=1.[F:27][C:28]1[CH:33]=[CH:32][C:31]([C:34](=[N:36]O)[NH2:35])=[CH:30][C:29]=1[NH:38][C:39]([C:41]1[N:45]2[CH:46]=[CH:47][CH:48]=[CH:49][C:44]2=[N:43][CH:42]=1)=[O:40]. (6) Given the product [OH:11][CH2:10][C:5]([O:14][CH3:15])([CH2:1][CH:2]([CH3:3])[CH3:4])[C:6]([O:8][CH3:9])=[O:7], predict the reactants needed to synthesize it. The reactants are: [CH2:1]([C:5]([O:14][CH3:15])([C:10](OC)=[O:11])[C:6]([O:8][CH3:9])=[O:7])[CH:2]([CH3:4])[CH3:3].[H-].C(O[Al](OC(C)(C)C)OC(C)(C)C)(C)(C)C.[Li+]. (7) The reactants are: C([O:3][C:4](=[O:24])[C:5]([O:15][C:16]1[CH:21]=[CH:20][CH:19]=[C:18]([O:22][CH3:23])[CH:17]=1)([CH3:14])[CH2:6][C:7]1[CH:12]=[CH:11][C:10]([OH:13])=[CH:9][CH:8]=1)C.[CH3:25][C:26]1[O:30][C:29]([C:31]2[S:32][CH:33]=[CH:34][CH:35]=2)=[N:28][C:27]=1[CH2:36][CH2:37]OS(C1C=CC(C)=CC=1)(=O)=O. Given the product [CH3:23][O:22][C:18]1[CH:17]=[C:16]([CH:21]=[CH:20][CH:19]=1)[O:15][C:5]([CH3:14])([CH2:6][C:7]1[CH:8]=[CH:9][C:10]([O:13][CH2:37][CH2:36][C:27]2[N:28]=[C:29]([C:31]3[S:32][CH:33]=[CH:34][CH:35]=3)[O:30][C:26]=2[CH3:25])=[CH:11][CH:12]=1)[C:4]([OH:3])=[O:24], predict the reactants needed to synthesize it.